Dataset: Catalyst prediction with 721,799 reactions and 888 catalyst types from USPTO. Task: Predict which catalyst facilitates the given reaction. Reactant: [C:1]([O:5][C:6](=[O:28])[C:7]1[CH:12]=[CH:11][C:10]([CH2:13][N:14]2[C:23](=[O:24])[C:22]3[C:17](=[CH:18][CH:19]=[C:20](I)[CH:21]=3)[N:16]([CH3:26])[C:15]2=[O:27])=[CH:9][CH:8]=1)([CH3:4])([CH3:3])[CH3:2].C(N(C(C)C)CC)(C)C.[CH2:38]([C:41]1[CH:46]=[CH:45][C:44]([C:47]2[CH:52]=[CH:51][CH:50]=[CH:49][CH:48]=2)=[CH:43][CH:42]=1)[C:39]#[CH:40].O. Product: [C:44]1([C:47]2[CH:48]=[CH:49][CH:50]=[CH:51][CH:52]=2)[CH:43]=[CH:42][C:41]([CH2:38][C:39]#[C:40][C:20]2[CH:21]=[C:22]3[C:17](=[CH:18][CH:19]=2)[N:16]([CH3:26])[C:15](=[O:27])[N:14]([CH2:13][C:10]2[CH:11]=[CH:12][C:7]([C:6]([O:5][C:1]([CH3:4])([CH3:3])[CH3:2])=[O:28])=[CH:8][CH:9]=2)[C:23]3=[O:24])=[CH:46][CH:45]=1. The catalyst class is: 122.